This data is from Reaction yield outcomes from USPTO patents with 853,638 reactions. The task is: Predict the reaction yield, written as a fraction of the theoretical maximum amount of product (1.0 means a 100% yield; for example, 0.34 means a 34% yield). (1) The reactants are [NH2:1][C:2]1[N:3]=[C:4]([NH:17][CH:18]2[CH2:23][CH2:22][N:21]([C:24](=[O:32])[C:25]3[CH:30]=[CH:29][C:28](I)=[CH:27][CH:26]=3)[CH2:20][CH2:19]2)[S:5][C:6]=1[C:7]([C:9]1[C:14]([F:15])=[CH:13][CH:12]=[CH:11][C:10]=1[F:16])=[O:8].NC1N=C(NC2CCNCC2)SC=1C(C1C(F)=CC=CC=1F)=O.[CH3:56][O:57][C:58](=[O:68])C1C=CC(C(Cl)=O)=CC=1. No catalyst specified. The product is [CH3:56][O:57][C:58](=[O:68])[C:28]1[CH:27]=[CH:26][C:25]([C:24]([N:21]2[CH2:22][CH2:23][CH:18]([NH:17][C:4]3[S:5][C:6]([C:7](=[O:8])[C:9]4[C:10]([F:16])=[CH:11][CH:12]=[CH:13][C:14]=4[F:15])=[C:2]([NH2:1])[N:3]=3)[CH2:19][CH2:20]2)=[O:32])=[CH:30][CH:29]=1. The yield is 0.610. (2) The reactants are C[O:2][C:3]([C@H:5]1[CH2:10][CH2:9][C@:8]([OH:31])([C:11]2[S:12][C:13]([C:16]3[CH:21]=[C:20]([NH:22][C:23]4[N:28]=[C:27]([CH3:29])[CH:26]=[CH:25][N:24]=4)[CH:19]=[C:18]([CH3:30])[CH:17]=3)=[CH:14][N:15]=2)[CH2:7][C:6]1([CH3:33])[CH3:32])=[O:4].[OH-].[Na+].Cl. The catalyst is CO. The product is [OH:31][C@:8]1([C:11]2[S:12][C:13]([C:16]3[CH:21]=[C:20]([NH:22][C:23]4[N:28]=[C:27]([CH3:29])[CH:26]=[CH:25][N:24]=4)[CH:19]=[C:18]([CH3:30])[CH:17]=3)=[CH:14][N:15]=2)[CH2:9][CH2:10][C@H:5]([C:3]([OH:4])=[O:2])[C:6]([CH3:33])([CH3:32])[CH2:7]1. The yield is 0.960. (3) The reactants are [Cl:1][C:2]1[C:3]([F:31])=[C:4]([CH:8]2[C:12]([C:15]3[CH:20]=[CH:19][C:18]([Cl:21])=[CH:17][C:16]=3[F:22])([C:13]#[N:14])[CH:11]([CH2:23][C:24]([CH3:27])([CH3:26])[CH3:25])[NH:10][CH:9]2[C:28]([OH:30])=O)[CH:5]=[CH:6][CH:7]=1.[NH2:32][C:33]1[CH:37]=[CH:36][N:35]([CH2:38][C:39]([CH3:49])([CH3:48])[O:40][CH2:41][C@@H:42]([OH:47])[CH2:43][N:44]([CH3:46])[CH3:45])[N:34]=1.CN(C(ON1N=NC2C=CC=NC1=2)=[N+](C)C)C.F[P-](F)(F)(F)(F)F.CCN(C(C)C)C(C)C. The catalyst is C(Cl)Cl. The product is [CH3:46][N:44]([CH3:45])[CH2:43][C@H:42]([OH:47])[CH2:41][O:40][C:39]([CH3:48])([CH3:49])[CH2:38][N:35]1[CH:36]=[CH:37][C:33]([NH:32][C:28]([CH:9]2[CH:8]([C:4]3[CH:5]=[CH:6][CH:7]=[C:2]([Cl:1])[C:3]=3[F:31])[C:12]([C:15]3[CH:20]=[CH:19][C:18]([Cl:21])=[CH:17][C:16]=3[F:22])([C:13]#[N:14])[CH:11]([CH2:23][C:24]([CH3:26])([CH3:25])[CH3:27])[NH:10]2)=[O:30])=[N:34]1. The yield is 0.180. (4) The reactants are C(NC(C)C)(C)C.C([Li])CCC.CCCCCC.[Li+].CC([N-]C(C)C)C.[Br:27][C:28]1[S:29][CH:30]=[C:31]([Br:33])[N:32]=1.[C:34](=[O:36])=[O:35].[OH-].[Na+]. The catalyst is C1COCC1.O. The product is [Br:27][C:28]1[S:29][C:30]([C:34]([OH:36])=[O:35])=[C:31]([Br:33])[N:32]=1. The yield is 0.980. (5) The reactants are O[CH2:2][C:3]1[CH:12]=[N:11][C:10]2[N:9]3[CH2:13][CH2:14][CH2:15][C@H:8]3[C:7](=[O:16])[NH:6][C:5]=2[CH:4]=1.Cl.[CH2:18]([NH:20][C:21](=[O:35])[C:22]1[CH:27]=[CH:26][C:25]([N:28]2[CH2:33][CH2:32][NH:31][CH2:30][CH2:29]2)=[C:24]([F:34])[CH:23]=1)[CH3:19].[I-].C(C[P+](C)(C)C)#N.C(N(CC)C(C)C)(C)C. The catalyst is C(#N)CC. The product is [CH2:18]([NH:20][C:21](=[O:35])[C:22]1[CH:27]=[CH:26][C:25]([N:28]2[CH2:33][CH2:32][N:31]([CH2:2][C:3]3[CH:12]=[N:11][C:10]4[N:9]5[CH2:13][CH2:14][CH2:15][C@H:8]5[C:7](=[O:16])[NH:6][C:5]=4[CH:4]=3)[CH2:30][CH2:29]2)=[C:24]([F:34])[CH:23]=1)[CH3:19]. The yield is 0.399. (6) The product is [F:1][C:2]([F:7])([F:6])[C:3]([OH:5])=[O:4].[C:32]([NH:29][C:30]([NH:8][CH2:9][C:10]1[C:11]([C:15](=[N:16][OH:17])[NH:19][C:20]2[CH:25]=[CH:24][C:23]([F:26])=[C:22]([Cl:27])[CH:21]=2)=[N:12][O:13][N:14]=1)=[O:31])([CH3:35])([CH3:34])[CH3:33]. The reactants are [F:1][C:2]([F:7])([F:6])[C:3]([OH:5])=[O:4].[NH2:8][CH2:9][C:10]1[C:11]([C:15]2[N:19]([C:20]3[CH:25]=[CH:24][C:23]([F:26])=[C:22]([Cl:27])[CH:21]=3)C(=O)[O:17][N:16]=2)=[N:12][O:13][N:14]=1.[N:29]([C:32]([CH3:35])([CH3:34])[CH3:33])=[C:30]=[O:31].[OH-].[Na+]. The catalyst is C(Cl)Cl.O. The yield is 0.680. (7) The reactants are [CH3:1][O:2][C:3]1[C:8]2[C:9](=[N:12]O)[CH2:10][O:11][C:7]=2[CH:6]=[CH:5][CH:4]=1. The catalyst is CCO.[Pd]. The product is [CH3:1][O:2][C:3]1[C:8]2[CH:9]([NH2:12])[CH2:10][O:11][C:7]=2[CH:6]=[CH:5][CH:4]=1. The yield is 0.640. (8) The reactants are [NH2:1][CH2:2][CH:3]1[CH2:8][CH2:7]N(CCO)[CH2:5][CH2:4]1.Cl[C:13]1[CH:14]=[CH:15][C:16]2[N:17]([C:19]([C:22]3[CH:27]=[CH:26][CH:25]=[C:24]([O:28][C:29]([F:32])([F:31])[F:30])[CH:23]=3)=[CH:20][N:21]=2)[N:18]=1.CCN(C(C)C)[CH:36]([CH3:38])[CH3:37].[F-].[Cs+].CS(C)=[O:46]. No catalyst specified. The product is [F:30][C:29]([F:32])([F:31])[O:28][C:24]1[CH:23]=[C:22]([C:19]2[N:17]3[N:18]=[C:13]([NH:1][CH2:2][CH:3]4[CH2:4][CH2:5][CH:37]([CH2:36][CH2:38][OH:46])[CH2:7][CH2:8]4)[CH:14]=[CH:15][C:16]3=[N:21][CH:20]=2)[CH:27]=[CH:26][CH:25]=1. The yield is 0.0820.